From a dataset of Peptide-MHC class II binding affinity with 134,281 pairs from IEDB. Regression. Given a peptide amino acid sequence and an MHC pseudo amino acid sequence, predict their binding affinity value. This is MHC class II binding data. The peptide sequence is LNDSGETVKCRAPGG. The MHC is HLA-DQA10201-DQB10301 with pseudo-sequence HLA-DQA10201-DQB10301. The binding affinity (normalized) is 0.483.